This data is from Forward reaction prediction with 1.9M reactions from USPTO patents (1976-2016). The task is: Predict the product of the given reaction. (1) Given the reactants C(Cl)CCl.[N:5]1([C:10]2[CH:15]=[CH:14][C:13]([CH2:16][C:17]([OH:19])=O)=[CH:12][CH:11]=2)[CH:9]=[N:8][N:7]=[N:6]1.[CH:20]12[CH:25]([CH2:26][OH:27])[CH:24]1[CH2:23][NH:22][CH2:21]2.C(N(CC)CC)C, predict the reaction product. The product is: [OH:27][CH2:26][CH:25]1[CH:24]2[CH:20]1[CH2:21][N:22]([C:17](=[O:19])[CH2:16][C:13]1[CH:12]=[CH:11][C:10]([N:5]3[CH:9]=[N:8][N:7]=[N:6]3)=[CH:15][CH:14]=1)[CH2:23]2. (2) Given the reactants [NH2:1][C:2]1[CH:10]=[CH:9][C:8]([I:11])=[CH:7][C:3]=1[C:4]([OH:6])=[O:5].[C:12](O[C:12]([O:14][C:15]([CH3:18])([CH3:17])[CH3:16])=[O:13])([O:14][C:15]([CH3:18])([CH3:17])[CH3:16])=[O:13].O.Cl, predict the reaction product. The product is: [CH3:16][C:15]([O:14][C:12]([NH:1][C:2]1[CH:10]=[CH:9][C:8]([I:11])=[CH:7][C:3]=1[C:4]([OH:6])=[O:5])=[O:13])([CH3:18])[CH3:17]. (3) Given the reactants C1C=CC(P(N=[N+]=[N-])(C2C=CC=CC=2)=[O:8])=CC=1.[CH3:18][P:19]([CH2:22][C:23]1[CH:24]=[C:25]([N:29]2[C:33](C(O)=O)=[CH:32][C:31]([CH:37]([CH3:39])[CH3:38])=[N:30]2)[CH:26]=[CH:27][CH:28]=1)([CH3:21])=[O:20].C([N:42]([CH2:45]C)CC)C.[NH2:47][C:48]1[C:57]2[C:52](=[CH:53][CH:54]=[CH:55][CH:56]=2)[C:51]([O:58][C:59]2[CH:64]=[CH:63][N:62]=[C:61]([NH:65][C:66]3[CH:67]=[C:68]([CH:71]=[C:72]([O:74][CH2:75][CH2:76][N:77]4[CH2:82][CH2:81][O:80][CH2:79][CH2:78]4)[CH:73]=3)[C:69]#[N:70])[N:60]=2)=[CH:50][CH:49]=1, predict the reaction product. The product is: [C:69]([C:68]1[CH:67]=[C:66]([NH:65][C:61]2[N:60]=[C:59]([O:58][C:51]3[C:52]4[C:57](=[CH:56][CH:55]=[CH:54][CH:53]=4)[C:48]([NH:47][C:45]([NH:42][C:33]4[N:29]([C:25]5[CH:26]=[CH:27][CH:28]=[C:23]([CH2:22][P:19]([CH3:18])([CH3:21])=[O:20])[CH:24]=5)[N:30]=[C:31]([CH:37]([CH3:38])[CH3:39])[CH:32]=4)=[O:8])=[CH:49][CH:50]=3)[CH:64]=[CH:63][N:62]=2)[CH:73]=[C:72]([O:74][CH2:75][CH2:76][N:77]2[CH2:78][CH2:79][O:80][CH2:81][CH2:82]2)[CH:71]=1)#[N:70]. (4) Given the reactants Cl[C:2]1[CH:7]=[CH:6][N:5]2[N:8]=[CH:9][C:10]([CH:11]=[O:12])=[C:4]2[N:3]=1.[CH:13]([NH2:16])([CH3:15])[CH3:14], predict the reaction product. The product is: [CH:13]([NH:16][C:2]1[CH:7]=[CH:6][N:5]2[N:8]=[CH:9][C:10]([CH:11]=[O:12])=[C:4]2[N:3]=1)([CH3:15])[CH3:14]. (5) The product is: [NH2:1][C:2]1[CH:3]=[C:4]([Cl:33])[CH:5]=[C:6]2[C:10]=1[NH:9][C:8]([C:11]([NH2:34])=[O:13])=[C:7]2[S:16]([N:19]1[CH2:24][CH2:23][O:22][C@H:21]([CH2:25][O:26][C:27]2[CH:28]=[CH:29][CH:30]=[CH:31][CH:32]=2)[CH2:20]1)(=[O:17])=[O:18]. Given the reactants [NH2:1][C:2]1[CH:3]=[C:4]([Cl:33])[CH:5]=[C:6]2[C:10]=1[NH:9][C:8]([C:11]([O:13]CC)=O)=[C:7]2[S:16]([N:19]1[CH2:24][CH2:23][O:22][C@H:21]([CH2:25][O:26][C:27]2[CH:32]=[CH:31][CH:30]=[CH:29][CH:28]=2)[CH2:20]1)(=[O:18])=[O:17].[NH3:34], predict the reaction product. (6) Given the reactants [NH2:1][C:2]1[C:11]2[CH:10]=[CH:9][C:8]([F:12])=[C:7](I)[C:6]=2[N:5]=[C:4]2[CH2:14][N:15]([CH2:18][CH3:19])[C:16](=[O:17])[C:3]=12.[CH3:20][O:21][C:22]1[CH:27]=[CH:26][C:25]([O:28][CH3:29])=[CH:24][C:23]=1B(O)O, predict the reaction product. The product is: [NH2:1][C:2]1[C:11]2[CH:10]=[CH:9][C:8]([F:12])=[C:7]([C:26]3[CH:27]=[C:22]([O:21][CH3:20])[CH:23]=[CH:24][C:25]=3[O:28][CH3:29])[C:6]=2[N:5]=[C:4]2[CH2:14][N:15]([CH2:18][CH3:19])[C:16](=[O:17])[C:3]=12. (7) Given the reactants [CH3:1][CH:2]1[N:12](CC2C=CC(C3C=CC=CC=3)=CC=2)[C:5]2=[N:6][C:7]([C:10]#[N:11])=[CH:8][CH:9]=[C:4]2[NH:3]1.CC1NC2=NC(C#N)=CC=C2N1CC1C=CC(C2C=CC=CC=2)=CC=1, predict the reaction product. The product is: [CH3:1][C:2]1[NH:3][C:4]2[C:5]([N:12]=1)=[N:6][C:7]([C:10]#[N:11])=[CH:8][CH:9]=2. (8) Given the reactants [OH:1][CH2:2][CH2:3][CH2:4][CH2:5][NH:6][S:7]([C:10]1[CH:15]=[CH:14][C:13]([C:16]2[CH:21]=[CH:20][CH:19]=[CH:18][C:17]=2[N+:22]([O-])=O)=[CH:12][CH:11]=1)(=[O:9])=[O:8], predict the reaction product. The product is: [OH:1][CH2:2][CH2:3][CH2:4][CH2:5][NH:6][S:7]([C:10]1[CH:15]=[CH:14][C:13]([C:16]2[CH:21]=[CH:20][CH:19]=[CH:18][C:17]=2[NH2:22])=[CH:12][CH:11]=1)(=[O:9])=[O:8].